This data is from Peptide-MHC class I binding affinity with 185,985 pairs from IEDB/IMGT. The task is: Regression. Given a peptide amino acid sequence and an MHC pseudo amino acid sequence, predict their binding affinity value. This is MHC class I binding data. (1) The peptide sequence is HFIYHKREK. The MHC is HLA-A02:12 with pseudo-sequence HLA-A02:12. The binding affinity (normalized) is 0.0847. (2) The peptide sequence is DVEKRILNT. The MHC is HLA-A02:06 with pseudo-sequence HLA-A02:06. The binding affinity (normalized) is 0. (3) The peptide sequence is SRLKPSSFK. The MHC is HLA-B08:01 with pseudo-sequence HLA-B08:01. The binding affinity (normalized) is 0.0847. (4) The peptide sequence is MSHLKVALYR. The MHC is HLA-A03:01 with pseudo-sequence HLA-A03:01. The binding affinity (normalized) is 0.407. (5) The peptide sequence is SSRVDRYSK. The MHC is HLA-A11:01 with pseudo-sequence HLA-A11:01. The binding affinity (normalized) is 0.739. (6) The peptide sequence is VEIPNRIVF. The MHC is HLA-A26:02 with pseudo-sequence HLA-A26:02. The binding affinity (normalized) is 0.0847. (7) The binding affinity (normalized) is 0.0895. The MHC is HLA-A68:02 with pseudo-sequence HLA-A68:02. The peptide sequence is AQSYLRNFL. (8) The peptide sequence is FRYKSRCYV. The MHC is HLA-B15:17 with pseudo-sequence HLA-B15:17. The binding affinity (normalized) is 0.0847.